This data is from Catalyst prediction with 721,799 reactions and 888 catalyst types from USPTO. The task is: Predict which catalyst facilitates the given reaction. (1) The catalyst class is: 60. Reactant: [OH:1][C:2]1[CH:10]=[CH:9][C:5]([C:6]([OH:8])=[O:7])=[CH:4][CH:3]=1.[Br:11][CH2:12][CH2:13][CH2:14][CH2:15][CH2:16][CH2:17][CH2:18][CH2:19][CH2:20][CH2:21][CH2:22][CH2:23]Br.C(OCC)(=O)C. Product: [OH:1][C:2]1[CH:10]=[CH:9][C:5]([C:6]([O:8][CH2:23][CH2:22][CH2:21][CH2:20][CH2:19][CH2:18][CH2:17][CH2:16][CH2:15][CH2:14][CH2:13][CH2:12][Br:11])=[O:7])=[CH:4][CH:3]=1. (2) Reactant: [CH3:1][O:2][C:3]1[CH:10]=[CH:9][C:6]([CH2:7][OH:8])=[CH:5][CH:4]=1.[H-].[Na+].[Br:13][C:14]1[CH:15]=[N:16][CH:17]=[C:18](Br)[CH:19]=1. Product: [Br:13][C:14]1[CH:15]=[N:16][CH:17]=[C:18]([O:8][CH2:7][C:6]2[CH:9]=[CH:10][C:3]([O:2][CH3:1])=[CH:4][CH:5]=2)[CH:19]=1. The catalyst class is: 16.